Dataset: Catalyst prediction with 721,799 reactions and 888 catalyst types from USPTO. Task: Predict which catalyst facilitates the given reaction. (1) Reactant: [F:1][C:2]1[CH:7]=[CH:6][CH:5]=[CH:4][C:3]=1[CH:8]1[CH2:13][CH2:12][N:11]([C:14](=[O:19])[C:15]([F:18])([F:17])[F:16])[CH2:10][CH:9]1[CH2:20][NH:21][C@@H:22]([C:24]1[C:33]2[C:28](=[CH:29][CH:30]=[CH:31][CH:32]=2)[CH:27]=[CH:26][CH:25]=1)[CH3:23].[C:34]([O:38][C:39](O[C:39]([O:38][C:34]([CH3:37])([CH3:36])[CH3:35])=[O:40])=[O:40])([CH3:37])([CH3:36])[CH3:35]. Product: [F:1][C:2]1[CH:7]=[CH:6][CH:5]=[CH:4][C:3]=1[CH:8]1[CH2:13][CH2:12][N:11]([C:14](=[O:19])[C:15]([F:18])([F:17])[F:16])[CH2:10][CH:9]1[CH2:20][N:21]([C@@H:22]([C:24]1[C:33]2[C:28](=[CH:29][CH:30]=[CH:31][CH:32]=2)[CH:27]=[CH:26][CH:25]=1)[CH3:23])[C:39](=[O:40])[O:38][C:34]([CH3:37])([CH3:36])[CH3:35]. The catalyst class is: 531. (2) Reactant: [CH3:1][CH:2]([CH2:8][CH:9]([CH3:11])[CH3:10])[CH:3]=[CH:4][N+:5]([O-:7])=[O:6].C(N(CC)CC)C.[S:19]1[CH2:24][CH:23]([OH:25])[S:19][CH2:24][CH:23]1[OH:25]. Product: [CH3:10][CH:9]([CH3:11])[CH2:8][CH:2]([CH:3]1[S:19][CH2:24][CH:23]([OH:25])[CH:4]1[N+:5]([O-:7])=[O:6])[CH3:1]. The catalyst class is: 96. (3) Reactant: [Cl:1][C:2]1[CH:3]=[C:4]2[C:9](=[CH:10][CH:11]=1)[N:8]=[C:7]([O:12][CH3:13])[C:6]([NH:14][C:15](=[O:19])OCC)=[N:5]2.[C:20]1([N:26]2[CH2:31][CH2:30][NH:29][CH2:28][CH2:27]2)[CH:25]=[CH:24][CH:23]=[CH:22][CH:21]=1.C1CCN2C(=NCCC2)CC1. Product: [Cl:1][C:2]1[CH:3]=[C:4]2[C:9](=[CH:10][CH:11]=1)[N:8]=[C:7]([O:12][CH3:13])[C:6]([NH:14][C:15]([N:29]1[CH2:30][CH2:31][N:26]([C:20]3[CH:25]=[CH:24][CH:23]=[CH:22][CH:21]=3)[CH2:27][CH2:28]1)=[O:19])=[N:5]2. The catalyst class is: 7. (4) Reactant: [CH2:1]([N:8]([CH2:16][C@H:17]([N:19]1C(=O)C2C(=CC=CC=2)C1=O)[CH3:18])[C:9](=[O:15])[O:10][C:11]([CH3:14])([CH3:13])[CH3:12])[C:2]1[CH:7]=[CH:6][CH:5]=[CH:4][CH:3]=1.O.NN. Product: [NH2:19][C@H:17]([CH3:18])[CH2:16][N:8]([CH2:1][C:2]1[CH:3]=[CH:4][CH:5]=[CH:6][CH:7]=1)[C:9](=[O:15])[O:10][C:11]([CH3:14])([CH3:13])[CH3:12]. The catalyst class is: 5.